From a dataset of Full USPTO retrosynthesis dataset with 1.9M reactions from patents (1976-2016). Predict the reactants needed to synthesize the given product. Given the product [C:1]([C:5]1[CH:10]=[C:9]([Cl:11])[CH:8]=[CH:7][C:6]=1[NH2:12])([CH3:4])([CH3:2])[CH3:3], predict the reactants needed to synthesize it. The reactants are: [C:1]([C:5]1[CH:10]=[C:9]([Cl:11])[CH:8]=[CH:7][C:6]=1[NH:12]C(=O)C)([CH3:4])([CH3:3])[CH3:2].Cl.[OH-].[Na+].